This data is from Full USPTO retrosynthesis dataset with 1.9M reactions from patents (1976-2016). The task is: Predict the reactants needed to synthesize the given product. (1) Given the product [F:35][C:30]1[CH:29]=[C:28]([C:23]2[CH:24]=[CH:25][C:26](=[O:27])[N:21]([CH2:20][C:19]3[CH:36]=[CH:37][CH:38]=[C:17]([C:14]4[N:13]=[CH:12][C:11]([N:10]5[CH2:8][CH2:7][N:5]([CH3:6])[CH2:4][CH2:3]5)=[CH:16][N:15]=4)[CH:18]=3)[N:22]=2)[CH:33]=[C:32]([F:34])[CH:31]=1, predict the reactants needed to synthesize it. The reactants are: [Cl-].Cl[CH2:3][CH2:4][NH+:5]([CH2:7][CH2:8]Cl)[CH3:6].[NH2:10][C:11]1[CH:12]=[N:13][C:14]([C:17]2[CH:18]=[C:19]([CH:36]=[CH:37][CH:38]=2)[CH2:20][N:21]2[C:26](=[O:27])[CH:25]=[CH:24][C:23]([C:28]3[CH:33]=[C:32]([F:34])[CH:31]=[C:30]([F:35])[CH:29]=3)=[N:22]2)=[N:15][CH:16]=1.ClCCl. (2) Given the product [CH2:42]([N:37]1[C:38]([CH3:41])([CH3:40])[CH2:39][CH:35]([CH2:34][N:17]2[C:18]3[C:14](=[CH:13][C:12]([C:10]4[CH:9]=[N:8][N:7]([CH:2]5[CH2:3][CH2:4][CH2:5][CH2:6][O:1]5)[CH:11]=4)=[CH:20][CH:19]=3)[CH:15]=[CH:16]2)[CH2:36]1)[C:43]1[CH:48]=[CH:47][CH:46]=[CH:45][CH:44]=1, predict the reactants needed to synthesize it. The reactants are: [O:1]1[CH2:6][CH2:5][CH2:4][CH2:3][CH:2]1[N:7]1[CH:11]=[C:10]([C:12]2[CH:13]=[C:14]3[C:18](=[CH:19][CH:20]=2)[NH:17][CH:16]=[CH:15]3)[CH:9]=[N:8]1.[H-].[Na+].CC1C=CC(S(O[CH2:34][CH:35]2[CH2:39][C:38]([CH3:41])([CH3:40])[N:37]([CH2:42][C:43]3[CH:48]=[CH:47][CH:46]=[CH:45][CH:44]=3)[CH2:36]2)(=O)=O)=CC=1.C(OCC)(=O)C.